From a dataset of Peptide-MHC class I binding affinity with 185,985 pairs from IEDB/IMGT. Regression. Given a peptide amino acid sequence and an MHC pseudo amino acid sequence, predict their binding affinity value. This is MHC class I binding data. (1) The peptide sequence is SLQEEIAFL. The MHC is HLA-A68:02 with pseudo-sequence HLA-A68:02. The binding affinity (normalized) is 0.234. (2) The peptide sequence is KINEVVEIF. The MHC is HLA-A32:01 with pseudo-sequence HLA-A32:01. The binding affinity (normalized) is 0.726. (3) The peptide sequence is SVPAAIMMI. The MHC is Mamu-A11 with pseudo-sequence Mamu-A11. The binding affinity (normalized) is 0. (4) The peptide sequence is STHVNPDGV. The MHC is H-2-Db with pseudo-sequence H-2-Db. The binding affinity (normalized) is 0.365. (5) The peptide sequence is FFSYLMKDK. The MHC is HLA-B07:02 with pseudo-sequence HLA-B07:02. The binding affinity (normalized) is 0. (6) The peptide sequence is KYRLKHIVW. The MHC is HLA-A02:01 with pseudo-sequence HLA-A02:01. The binding affinity (normalized) is 0.